From a dataset of Full USPTO retrosynthesis dataset with 1.9M reactions from patents (1976-2016). Predict the reactants needed to synthesize the given product. The reactants are: [CH2:1]([O:8][C@H:9]1[CH2:14][CH2:13][CH2:12][CH2:11][C@@H:10]1[NH:15][C:16]1[CH:23]=[C:22]([N:24]2[C:32]3[CH2:31][C:30]([CH3:34])([CH3:33])[CH2:29][C:28](=[O:35])[C:27]=3[C:26]([CH2:36][CH3:37])=[N:25]2)[CH:21]=[CH:20][C:17]=1[C:18]#[N:19])[C:2]1[CH:7]=[CH:6][CH:5]=[CH:4][CH:3]=1.C([OH:40])C.[OH-].[K+].OO. Given the product [CH2:1]([O:8][C@H:9]1[CH2:14][CH2:13][CH2:12][CH2:11][C@@H:10]1[NH:15][C:16]1[CH:23]=[C:22]([N:24]2[C:32]3[CH2:31][C:30]([CH3:33])([CH3:34])[CH2:29][C:28](=[O:35])[C:27]=3[C:26]([CH2:36][CH3:37])=[N:25]2)[CH:21]=[CH:20][C:17]=1[C:18]([NH2:19])=[O:40])[C:2]1[CH:3]=[CH:4][CH:5]=[CH:6][CH:7]=1, predict the reactants needed to synthesize it.